From a dataset of Reaction yield outcomes from USPTO patents with 853,638 reactions. Predict the reaction yield, written as a fraction of the theoretical maximum amount of product (1.0 means a 100% yield; for example, 0.34 means a 34% yield). (1) The reactants are [C:1]([CH2:3][C:4]([NH:6][C:7]1[CH:11]=[CH:10][N:9]([C:12]2[CH:17]=[CH:16][C:15]([O:18][CH3:19])=[CH:14][CH:13]=2)[C:8]=1[C:20]([O:22]CC)=O)=[O:5])#[N:2].[H-].[Na+].[H][H]. The catalyst is C1COCC1. The product is [OH:22][C:20]1[C:8]2[N:9]([C:12]3[CH:13]=[CH:14][C:15]([O:18][CH3:19])=[CH:16][CH:17]=3)[CH:10]=[CH:11][C:7]=2[NH:6][C:4](=[O:5])[C:3]=1[C:1]#[N:2]. The yield is 0.291. (2) The reactants are [ClH:1].[CH:2]1[C:11]2[C:6](=[CH:7][CH:8]=[CH:9][C:10]=2N)[CH:5]=[CH:4][N:3]=1.C(O)(=O)C.N([O-])=O.[Na+].[S:21](=[O:23])=[O:22]. The catalyst is C(#N)C.O.O.O.[Cu](Cl)Cl. The product is [CH:2]1[C:11]2[C:6](=[CH:7][CH:8]=[CH:9][C:10]=2[S:21]([Cl:1])(=[O:23])=[O:22])[CH:5]=[CH:4][N:3]=1. The yield is 0.120. (3) The reactants are [Cl:1][C:2]1[CH:11]=[C:10]([O:12][CH3:13])[C:9]([N+:14]([O-])=O)=[CH:8][C:3]=1[C:4]([O:6][CH3:7])=[O:5].[Sn](Cl)Cl. The catalyst is CO. The product is [NH2:14][C:9]1[C:10]([O:12][CH3:13])=[CH:11][C:2]([Cl:1])=[C:3]([CH:8]=1)[C:4]([O:6][CH3:7])=[O:5]. The yield is 0.800. (4) The reactants are Cl[C:2]1[CH:7]=[C:6]([Cl:8])[CH:5]=[C:4]([C:9]2[CH:14]=[CH:13][C:12]([O:15][CH:16]([CH3:18])[CH3:17])=[CH:11][CH:10]=2)[N:3]=1.[Br-].[S:20]1[CH:24]=[CH:23][N:22]=[C:21]1[Zn+]. The catalyst is C1C=CC(P(C2C=CC=CC=2)[C-]2C=CC=C2)=CC=1.C1C=CC(P(C2C=CC=CC=2)[C-]2C=CC=C2)=CC=1.Cl[Pd]Cl.[Fe+2].C1COCC1. The product is [Cl:8][C:6]1[CH:5]=[C:4]([C:9]2[CH:14]=[CH:13][C:12]([O:15][CH:16]([CH3:18])[CH3:17])=[CH:11][CH:10]=2)[N:3]=[C:2]([C:21]2[S:20][CH:24]=[CH:23][N:22]=2)[CH:7]=1. The yield is 0.340. (5) The reactants are [CH3:1][O:2][C:3]([C:5]1[S:9][C:8]([N:10]2[CH2:15][CH2:14][NH:13][CH2:12][CH2:11]2)=[N:7][CH:6]=1)=[O:4].[F:16][C:17]1[CH:22]=[CH:21][C:20]([S:23](Cl)(=[O:25])=[O:24])=[CH:19][CH:18]=1.C(N(CC)CC)C.O. The catalyst is ClCCl. The product is [CH3:1][O:2][C:3]([C:5]1[S:9][C:8]([N:10]2[CH2:11][CH2:12][N:13]([S:23]([C:20]3[CH:21]=[CH:22][C:17]([F:16])=[CH:18][CH:19]=3)(=[O:25])=[O:24])[CH2:14][CH2:15]2)=[N:7][CH:6]=1)=[O:4]. The yield is 0.884. (6) The reactants are [CH2:1]([O:8][C:9]1[CH:17]=[CH:16][C:12]([C:13]([OH:15])=O)=[CH:11][C:10]=1[C:18]([NH:20][C:21]1[CH:26]=[C:25]([C:27]([F:30])([F:29])[F:28])[CH:24]=[C:23]([C:31]([F:34])([F:33])[F:32])[CH:22]=1)=[O:19])[C:2]1[CH:7]=[CH:6][CH:5]=[CH:4][CH:3]=1.[NH:35]1[CH2:40][CH2:39][CH2:38][CH2:37][CH2:36]1. No catalyst specified. The product is [CH2:1]([O:8][C:9]1[CH:17]=[CH:16][C:12]([C:13]([N:35]2[CH2:40][CH2:39][CH2:38][CH2:37][CH2:36]2)=[O:15])=[CH:11][C:10]=1[C:18]([NH:20][C:21]1[CH:22]=[C:23]([C:31]([F:34])([F:33])[F:32])[CH:24]=[C:25]([C:27]([F:30])([F:28])[F:29])[CH:26]=1)=[O:19])[C:2]1[CH:7]=[CH:6][CH:5]=[CH:4][CH:3]=1. The yield is 0.564. (7) The product is [CH:1]1([CH2:4][CH:5]([C:14]2[CH:19]=[CH:18][C:17]([N+:20]([O-:22])=[O:21])=[CH:16][N:15]=2)[C:6]([O:8][CH3:9])=[O:7])[CH2:2][CH2:3]1. The yield is 0.370. The reactants are [CH:1]1([CH2:4][C:5]([C:14]2[CH:19]=[CH:18][C:17]([N+:20]([O-:22])=[O:21])=[CH:16][N:15]=2)(C(OC)=O)[C:6]([O:8][CH3:9])=[O:7])[CH2:3][CH2:2]1.[Cl-].[Li+].O. The catalyst is CS(C)=O.CCOC(C)=O.[Cl-].[Na+].O. (8) The reactants are C[O:2][C:3]([C:7]1[CH:12]=[CH:11][N:10]=[C:9]([NH2:13])[N:8]=1)(OC)[CH3:4].NC1N=C(C(=O)C)C=CN=1.[BrH:24]. The catalyst is C(O)=O.C(O)(=O)C.BrBr.C(OCC)(=O)C. The product is [BrH:24].[NH2:13][C:9]1[N:8]=[C:7]([C:3](=[O:2])[CH2:4][Br:24])[CH:12]=[CH:11][N:10]=1. The yield is 0.650.